Dataset: Full USPTO retrosynthesis dataset with 1.9M reactions from patents (1976-2016). Task: Predict the reactants needed to synthesize the given product. (1) Given the product [CH3:1][O:2][C:3]([C:5]1[CH:6]=[C:7]([C:14]2[CH:19]=[CH:18][CH:17]=[CH:16][C:15]=2[O:20][CH3:21])[CH:8]=[C:9]([NH2:11])[CH:10]=1)=[O:4], predict the reactants needed to synthesize it. The reactants are: [CH3:1][O:2][C:3]([C:5]1[CH:6]=[C:7]([C:14]2[CH:19]=[CH:18][CH:17]=[CH:16][C:15]=2[O:20][CH3:21])[CH:8]=[C:9]([N+:11]([O-])=O)[CH:10]=1)=[O:4].C([O-])(O)=O.[Na+]. (2) Given the product [P:1]([OH:8])([OH:3])([O:13][CH2:14][C:15]([N:17]([CH2:22][C:23]1[CH:24]=[N:25][C:26]([C:29]2[S:37][C:36]3[C:31](=[N:32][CH:33]=[CH:34][C:35]=3[O:38][C:39]3[CH:44]=[CH:43][C:42]([NH:45][C:46]([NH:48][CH:49]4[CH2:51][CH2:50]4)=[O:47])=[CH:41][C:40]=3[F:52])[CH:30]=2)=[CH:27][CH:28]=1)[CH2:18][CH2:19][O:20][CH3:21])=[O:16])=[O:2], predict the reactants needed to synthesize it. The reactants are: [P:1]([O:13][CH2:14][C:15]([N:17]([CH2:22][C:23]1[CH:24]=[N:25][C:26]([C:29]2[S:37][C:36]3[C:31](=[N:32][CH:33]=[CH:34][C:35]=3[O:38][C:39]3[CH:44]=[CH:43][C:42]([NH:45][C:46]([NH:48][CH:49]4[CH2:51][CH2:50]4)=[O:47])=[CH:41][C:40]=3[F:52])[CH:30]=2)=[CH:27][CH:28]=1)[CH2:18][CH2:19][O:20][CH3:21])=[O:16])([O:8]C(C)(C)C)([O:3]C(C)(C)C)=[O:2].Cl.O1CCOCC1. (3) Given the product [NH:22]1[CH2:23][CH:20]([C:15]2[O:16][C:17]3[C:12]([C:13](=[O:35])[C:14]=2[CH3:34])=[CH:11][CH:10]=[C:9]([OH:8])[C:18]=3[CH3:19])[CH2:21]1, predict the reactants needed to synthesize it. The reactants are: C([O:8][C:9]1[C:18]([CH3:19])=[C:17]2[C:12]([C:13](=[O:35])[C:14]([CH3:34])=[C:15]([CH:20]3[CH2:23][N:22](C(OCC4C=CC=CC=4)=O)[CH2:21]3)[O:16]2)=[CH:11][CH:10]=1)C1C=CC=CC=1.ClCCl. (4) Given the product [CH2:12]([C:14]1[C:15](=[O:26])[NH:16][C:17]([CH3:25])=[C:18]([C:20]2[S:21][C:22]([S:8]([Cl:7])(=[O:11])=[O:9])=[CH:23][CH:24]=2)[CH:19]=1)[CH3:13], predict the reactants needed to synthesize it. The reactants are: P(Cl)(Cl)(Cl)(Cl)Cl.[Cl:7][S:8]([OH:11])(=O)=[O:9].[CH2:12]([C:14]1[C:15](=[O:26])[NH:16][C:17]([CH3:25])=[C:18]([C:20]2[S:21][CH:22]=[CH:23][CH:24]=2)[CH:19]=1)[CH3:13]. (5) Given the product [ClH:25].[ClH:25].[CH3:20][N:19]1[C:18]2[CH:21]=[CH:22][CH:23]=[CH:24][C:17]=2[N:16]=[C:15]1[NH:14][CH:11]1[CH2:12][CH2:13][NH:8][CH2:9][CH2:10]1, predict the reactants needed to synthesize it. The reactants are: C(OC([N:8]1[CH2:13][CH2:12][CH:11]([NH:14][C:15]2[N:19]([CH3:20])[C:18]3[CH:21]=[CH:22][CH:23]=[CH:24][C:17]=3[N:16]=2)[CH2:10][CH2:9]1)=O)(C)(C)C.[ClH:25]. (6) Given the product [NH2:4][C:3]1[C:2]([C:1]#[N:5])=[C:18]([NH:17][C:20]2[CH:25]=[CH:24][CH:23]=[CH:22][CH:21]=2)[S:19][C:27]=1[C:28](=[O:29])[C:30]1[CH:35]=[CH:34][C:33]([CH3:36])=[CH:32][CH:31]=1, predict the reactants needed to synthesize it. The reactants are: [C:1](#[N:5])[CH2:2][C:3]#[N:4].CN(C)C=O.C(=O)([O-])[O-].[K+].[K+].[N:17]([C:20]1[CH:25]=[CH:24][CH:23]=[CH:22][CH:21]=1)=[C:18]=[S:19].Br[CH2:27][C:28]([C:30]1[CH:35]=[CH:34][C:33]([CH3:36])=[CH:32][CH:31]=1)=[O:29]. (7) The reactants are: [NH2:1][CH2:2][C:3]1[C:12](=[O:13])[C:11]2[C:6](=[CH:7][C:8]([Cl:14])=[CH:9][CH:10]=2)[N:5]([C:15]2[CH:20]=[CH:19][CH:18]=[CH:17][CH:16]=2)[CH:4]=1.[F:21][C:22]1[C:30]([F:31])=[CH:29][CH:28]=[CH:27][C:23]=1[C:24](Cl)=[O:25]. Given the product [Cl:14][C:8]1[CH:7]=[C:6]2[C:11]([C:12](=[O:13])[C:3]([CH2:2][NH:1][C:24](=[O:25])[C:23]3[CH:27]=[CH:28][CH:29]=[C:30]([F:31])[C:22]=3[F:21])=[CH:4][N:5]2[C:15]2[CH:16]=[CH:17][CH:18]=[CH:19][CH:20]=2)=[CH:10][CH:9]=1, predict the reactants needed to synthesize it. (8) Given the product [CH2:1]([NH:3][C:4]1[CH:5]=[C:6]([O:13][CH3:14])[N:7]=[CH:8][C:9]=1[NH2:10])[CH3:2], predict the reactants needed to synthesize it. The reactants are: [CH2:1]([NH:3][C:4]1[C:9]([N+:10]([O-])=O)=[CH:8][N:7]=[C:6]([O:13][CH3:14])[CH:5]=1)[CH3:2].O.O.[Sn](Cl)Cl.C([O-])(O)=O.[Na+]. (9) Given the product [Br:8][C:5]1[CH:4]=[C:3]2[C:2](=[CH:7][CH:6]=1)[N:1]=[C:20]([CH2:19][CH:18]([CH3:26])[CH3:17])[C:21]([C:22](=[O:24])[CH3:23])=[C:9]2[C:11]1[CH:16]=[CH:15][CH:14]=[CH:13][CH:12]=1, predict the reactants needed to synthesize it. The reactants are: [NH2:1][C:2]1[CH:7]=[CH:6][C:5]([Br:8])=[CH:4][C:3]=1[C:9]([C:11]1[CH:16]=[CH:15][CH:14]=[CH:13][CH:12]=1)=O.[CH3:17][CH:18]([CH3:26])[CH2:19][C:20](=O)[CH2:21][C:22](=[O:24])[CH3:23].